This data is from Catalyst prediction with 721,799 reactions and 888 catalyst types from USPTO. The task is: Predict which catalyst facilitates the given reaction. (1) The catalyst class is: 196. Reactant: Cl[C:2]1[C:7]([CH:8]=[O:9])=[CH:6][N:5]=[C:4]2[NH:10][CH:11]=[CH:12][C:3]=12.[CH:13]1([NH2:19])[CH2:18][CH2:17][CH2:16][CH2:15][CH2:14]1.O. Product: [CH:13]1([NH:19][C:2]2[C:7]([CH:8]=[O:9])=[CH:6][N:5]=[C:4]3[NH:10][CH:11]=[CH:12][C:3]=23)[CH2:18][CH2:17][CH2:16][CH2:15][CH2:14]1. (2) Reactant: [Cl:1][C:2]1[CH:7]=[C:6]([O:8][CH3:9])[CH:5]=[CH:4][C:3]=1[C:10]1[N:15]=[CH:14][N:13]=[C:12]([NH:16][CH:17]([CH2:21][CH2:22][CH3:23])[CH2:18][CH2:19][CH3:20])[C:11]=1[NH2:24].[C:25](OCC)(=[O:29])[C:26]([CH3:28])=O. Product: [Cl:1][C:2]1[CH:7]=[C:6]([O:8][CH3:9])[CH:5]=[CH:4][C:3]=1[C:10]1[C:11]2[N:24]=[C:26]([CH3:28])[C:25](=[O:29])[N:16]([CH:17]([CH2:21][CH2:22][CH3:23])[CH2:18][CH2:19][CH3:20])[C:12]=2[N:13]=[CH:14][N:15]=1. The catalyst class is: 8. (3) The catalyst class is: 11. Reactant: C(OC([N:8]1[C:16]2[C:11](=[CH:12][CH:13]=[C:14]([Cl:17])[CH:15]=2)/[C:10](=[CH:18]/[C:19]2[CH:24]=[C:23]([Cl:25])[C:22]([F:26])=[CH:21][C:20]=2[O:27][C:28]([C:31]([O:33][CH3:34])=[O:32])([CH3:30])[CH3:29])/[C:9]1=[O:35])=O)(C)(C)C.[F:36][C:37]1[CH:38]=[CH:39][C:40]([CH3:52])=[C:41]([CH:43]=[N:44][C:45]([O:47][Si](C)(C)C)=[CH2:46])[CH:42]=1. Product: [Cl:17][C:14]1[CH:15]=[C:16]2[NH:8][C:9](=[O:35])[C:10]3([CH:18]([C:19]4[CH:24]=[C:23]([Cl:25])[C:22]([F:26])=[CH:21][C:20]=4[O:27][C:28]([C:31]([O:33][CH3:34])=[O:32])([CH3:29])[CH3:30])[CH2:46][C:45](=[O:47])[NH:44][CH:43]3[C:41]3[CH:42]=[C:37]([F:36])[CH:38]=[CH:39][C:40]=3[CH3:52])[C:11]2=[CH:12][CH:13]=1. (4) Reactant: CN(C=O)C.[Cl:6][C:7]1[CH:8]=[C:9]([C:13]2([C:21]#[N:22])[CH2:19][C@@H:18]3[NH:20][C@@H:15]([CH2:16][CH2:17]3)[CH2:14]2)[CH:10]=[N:11][CH:12]=1.Cl[CH2:24][CH2:25][S:26][CH3:27].C([O-])([O-])=O.[K+].[K+]. Product: [Cl:6][C:7]1[CH:8]=[C:9]([C:13]2([C:21]#[N:22])[CH2:19][C@@H:18]3[N:20]([CH2:24][CH2:25][S:26][CH3:27])[C@@H:15]([CH2:16][CH2:17]3)[CH2:14]2)[CH:10]=[N:11][CH:12]=1. The catalyst class is: 6.